This data is from Full USPTO retrosynthesis dataset with 1.9M reactions from patents (1976-2016). The task is: Predict the reactants needed to synthesize the given product. (1) Given the product [Cl:23][C:24]1[CH:30]=[C:29]([S:31]([C:34]([F:35])([F:36])[F:37])(=[O:33])=[O:32])[CH:28]=[CH:27][C:25]=1[NH:26][C:19]([C:11]1[C:10]([CH3:22])=[C:9]([C:4]2[CH:5]=[C:6]([F:8])[CH:7]=[C:2]([F:1])[CH:3]=2)[CH:14]=[C:13]([CH:15]([CH3:17])[CH3:16])[C:12]=1[OH:18])=[O:20], predict the reactants needed to synthesize it. The reactants are: [F:1][C:2]1[CH:3]=[C:4]([C:9]2[CH:14]=[C:13]([CH:15]([CH3:17])[CH3:16])[C:12]([OH:18])=[C:11]([C:19](O)=[O:20])[C:10]=2[CH3:22])[CH:5]=[C:6]([F:8])[CH:7]=1.[Cl:23][C:24]1[CH:30]=[C:29]([S:31]([C:34]([F:37])([F:36])[F:35])(=[O:33])=[O:32])[CH:28]=[CH:27][C:25]=1[NH2:26]. (2) Given the product [Cl:12][C:13]1[CH:18]=[CH:17][C:16]([C:19]2([C:24]3[CH:25]=[C:26]([C:32]([C:34]4[CH:39]=[CH:38][CH:37]=[C:36]([O:40][CH3:41])[CH:35]=4)=[O:33])[C:27]([NH:30][CH3:31])=[N:28][CH:29]=3)[O:20][CH2:21][CH2:22][O:23]2)=[CH:15][CH:14]=1, predict the reactants needed to synthesize it. The reactants are: C1C=C[NH+]=CC=1.[O-][Cr](Cl)(=O)=O.[Cl:12][C:13]1[CH:18]=[CH:17][C:16]([C:19]2([C:24]3[CH:25]=[C:26]([CH:32]([C:34]4[CH:39]=[CH:38][CH:37]=[C:36]([O:40][CH3:41])[CH:35]=4)[OH:33])[C:27]([NH:30][CH3:31])=[N:28][CH:29]=3)[O:23][CH2:22][CH2:21][O:20]2)=[CH:15][CH:14]=1. (3) Given the product [CH:1]1([C:7]2[C:15]3[C:14](=[O:16])[NH:13][C:12]([C:17]4[CH:22]=[CH:21][C:20]([S:23]([N:35]5[CH2:36][CH2:37][CH:32]([OH:31])[CH2:33][CH2:34]5)(=[O:25])=[O:24])=[CH:19][C:18]=4[O:27][CH3:28])=[N:11][C:10]=3[N:9]([CH2:29][CH3:30])[N:8]=2)[CH2:6][CH2:5][CH2:4][CH2:3][CH2:2]1, predict the reactants needed to synthesize it. The reactants are: [CH:1]1([C:7]2[C:15]3[C:14](=[O:16])[NH:13][C:12]([C:17]4[CH:22]=[CH:21][C:20]([S:23](Cl)(=[O:25])=[O:24])=[CH:19][C:18]=4[O:27][CH3:28])=[N:11][C:10]=3[N:9]([CH2:29][CH3:30])[N:8]=2)[CH2:6][CH2:5][CH2:4][CH2:3][CH2:2]1.[OH:31][CH:32]1[CH2:37][CH2:36][NH:35][CH2:34][CH2:33]1. (4) The reactants are: [NH2:1][C:2]1[C:3]([O:17][CH3:18])=[C:4]([NH:12][S:13]([CH3:16])(=[O:15])=[O:14])[CH:5]=[C:6]([C:8]([CH3:11])([CH3:10])[CH3:9])[CH:7]=1.[Li]CCCC.[Li+].C[Si]([N-][Si](C)(C)C)(C)C.C([O:36][C:37](=O)[C:38]1[CH:43]=[CH:42][C:41]([CH3:44])=[C:40]([N:45]2[CH:49]=[C:48]([C:50]3[N:51]([CH3:55])[CH:52]=[N:53][CH:54]=3)[CH:47]=[N:46]2)[CH:39]=1)C. Given the product [C:8]([C:6]1[CH:5]=[C:4]([NH:12][S:13]([CH3:16])(=[O:15])=[O:14])[C:3]([O:17][CH3:18])=[C:2]([NH:1][C:37](=[O:36])[C:38]2[CH:43]=[CH:42][C:41]([CH3:44])=[C:40]([N:45]3[CH:49]=[C:48]([C:50]4[N:51]([CH3:55])[CH:52]=[N:53][CH:54]=4)[CH:47]=[N:46]3)[CH:39]=2)[CH:7]=1)([CH3:10])([CH3:11])[CH3:9], predict the reactants needed to synthesize it.